From a dataset of Forward reaction prediction with 1.9M reactions from USPTO patents (1976-2016). Predict the product of the given reaction. (1) Given the reactants [C:1]([Cl:13])(=[O:12])[O:2][C:3]1[CH:8]=[CH:7][C:6]([N+:9]([O-:11])=[O:10])=[CH:5][CH:4]=1.[N:14]1([CH2:20][CH2:21][CH2:22][OH:23])[CH2:19][CH2:18][CH2:17][CH2:16][CH2:15]1, predict the reaction product. The product is: [ClH:13].[C:1](=[O:12])([O:23][CH2:22][CH2:21][CH2:20][N:14]1[CH2:19][CH2:18][CH2:17][CH2:16][CH2:15]1)[O:2][C:3]1[CH:8]=[CH:7][C:6]([N+:9]([O-:11])=[O:10])=[CH:5][CH:4]=1. (2) Given the reactants O[C@H:2]([CH2:15][S:16][C:17]1[CH:22]=[CH:21][CH:20]=[CH:19][CH:18]=1)[CH2:3][O:4]S(C1C=CC(C)=CC=1)(=O)=O.C[O-].[Na+], predict the reaction product. The product is: [C:17]1([S:16][CH2:15][C@H:2]2[O:4][CH2:3]2)[CH:22]=[CH:21][CH:20]=[CH:19][CH:18]=1. (3) Given the reactants [NH2:1][C:2]1[CH:7]=[CH:6][C:5]([C:8]2[C:9](=[O:14])[NH:10][CH:11]=[N:12][CH:13]=2)=[CH:4][C:3]=1[O:15][CH2:16][CH3:17].[C:18]1([CH3:27])[C:19]([N:24]=[C:25]=[O:26])=[CH:20][CH:21]=[CH:22][CH:23]=1, predict the reaction product. The product is: [CH2:16]([O:15][C:3]1[CH:4]=[C:5]([C:8]2[C:9](=[O:14])[NH:10][CH:11]=[N:12][CH:13]=2)[CH:6]=[CH:7][C:2]=1[NH:1][C:25]([NH:24][C:19]1[CH:20]=[CH:21][CH:22]=[CH:23][C:18]=1[CH3:27])=[O:26])[CH3:17].